Predict the reaction yield, written as a fraction of the theoretical maximum amount of product (1.0 means a 100% yield; for example, 0.34 means a 34% yield). From a dataset of Reaction yield outcomes from USPTO patents with 853,638 reactions. (1) The reactants are [O:1]1[CH:5]=[CH:4][CH:3]=[C:2]1[C:6]1[N:7]=[C:8]([NH:19][C:20](=[O:26])[O:21][C:22]([CH3:25])([CH3:24])[CH3:23])[S:9][C:10]=1[C:11]([CH:13]1[CH2:18][CH2:17][S:16][CH2:15][CH2:14]1)=[O:12].ClC1C=CC=C(C(OO)=[O:35])C=1.O. The catalyst is C(Cl)(Cl)Cl. The product is [O:1]1[CH:5]=[CH:4][CH:3]=[C:2]1[C:6]1[N:7]=[C:8]([NH:19][C:20](=[O:26])[O:21][C:22]([CH3:23])([CH3:25])[CH3:24])[S:9][C:10]=1[C:11]([CH:13]1[CH2:14][CH2:15][S:16](=[O:35])[CH2:17][CH2:18]1)=[O:12]. The yield is 0.690. (2) The product is [CH2:40]([N:37]1[C:33]2[N:34]=[N:35][CH:36]=[C:31]([C:14]3[CH:13]=[C:12]([C:9]4[CH:10]=[CH:11][C:6]([S:3]([CH2:1][CH3:2])(=[O:5])=[O:4])=[CH:7][C:8]=4[F:29])[C:17]([O:18][CH3:19])=[CH:16][CH:15]=3)[C:32]=2[N:39]=[CH:38]1)[CH3:41]. The catalyst is O1CCOCC1.O.[Pd].C1(P(C2C=CC=CC=2)C2C=CC=CC=2)C=CC=CC=1.C1(P(C2C=CC=CC=2)C2C=CC=CC=2)C=CC=CC=1.C1(P(C2C=CC=CC=2)C2C=CC=CC=2)C=CC=CC=1.C1(P(C2C=CC=CC=2)C2C=CC=CC=2)C=CC=CC=1. The reactants are [CH2:1]([S:3]([C:6]1[CH:11]=[CH:10][C:9]([C:12]2[C:17]([O:18][CH3:19])=[CH:16][CH:15]=[C:14](B3OC(C)(C)C(C)(C)O3)[CH:13]=2)=[C:8]([F:29])[CH:7]=1)(=[O:5])=[O:4])[CH3:2].Cl[C:31]1[C:32]2[N:39]=[CH:38][N:37]([CH2:40][CH3:41])[C:33]=2[N:34]=[N:35][CH:36]=1.C(=O)([O-])[O-].[Na+].[Na+]. The yield is 0.260.